This data is from Full USPTO retrosynthesis dataset with 1.9M reactions from patents (1976-2016). The task is: Predict the reactants needed to synthesize the given product. (1) Given the product [C:1]([O:5][C:6]([N:8]1[CH2:13][CH2:12][N:11]([C:14]2[C:19]3[CH2:20][NH:21][C:22](=[O:23])[C:18]=3[CH:17]=[C:16]([C:36]3[CH:35]=[CH:34][N:33]=[C:32]([NH:31][CH:25]4[CH2:30][CH2:29][CH2:28][CH2:27][CH2:26]4)[CH:37]=3)[N:15]=2)[CH2:10][CH2:9]1)=[O:7])([CH3:4])([CH3:3])[CH3:2], predict the reactants needed to synthesize it. The reactants are: [C:1]([O:5][C:6]([N:8]1[CH2:13][CH2:12][N:11]([C:14]2[C:19]3[CH2:20][NH:21][C:22](=[O:23])[C:18]=3[CH:17]=[C:16](Cl)[N:15]=2)[CH2:10][CH2:9]1)=[O:7])([CH3:4])([CH3:3])[CH3:2].[CH:25]1([NH:31][C:32]2[CH:37]=[C:36]([Sn](C)(C)C)[CH:35]=[CH:34][N:33]=2)[CH2:30][CH2:29][CH2:28][CH2:27][CH2:26]1.[F-].[Cs+]. (2) Given the product [Cl:1][C:2]1[S:6][C:5]([S:7]([NH:10][C:11]2[CH:19]=[CH:18][C:14]([C:15]([O:17][CH:31]([CH2:30][O:29][CH3:28])[CH2:32][CH3:33])=[O:16])=[C:13]([OH:20])[CH:12]=2)(=[O:8])=[O:9])=[CH:4][C:3]=1[C:21]1[CH:26]=[CH:25][CH:24]=[C:23]([F:27])[CH:22]=1, predict the reactants needed to synthesize it. The reactants are: [Cl:1][C:2]1[S:6][C:5]([S:7]([NH:10][C:11]2[CH:19]=[CH:18][C:14]([C:15]([OH:17])=[O:16])=[C:13]([OH:20])[CH:12]=2)(=[O:9])=[O:8])=[CH:4][C:3]=1[C:21]1[CH:26]=[CH:25][CH:24]=[C:23]([F:27])[CH:22]=1.[CH3:28][O:29][CH2:30][CH:31](O)[CH2:32][CH3:33].